Dataset: Peptide-MHC class II binding affinity with 134,281 pairs from IEDB. Task: Regression. Given a peptide amino acid sequence and an MHC pseudo amino acid sequence, predict their binding affinity value. This is MHC class II binding data. (1) The peptide sequence is KPAAAATATATSAVG. The MHC is DRB3_0101 with pseudo-sequence DRB3_0101. The binding affinity (normalized) is 0.0387. (2) The peptide sequence is YDKFLANVSIVLTGK. The MHC is DRB1_1602 with pseudo-sequence DRB1_1602. The binding affinity (normalized) is 0.904. (3) The peptide sequence is YEDAKSPLTASKLTY. The MHC is DRB1_1001 with pseudo-sequence DRB1_1001. The binding affinity (normalized) is 0.458. (4) The peptide sequence is EKKYFSATQFEPLAA. The MHC is HLA-DPA10201-DPB10101 with pseudo-sequence HLA-DPA10201-DPB10101. The binding affinity (normalized) is 0.931. (5) The peptide sequence is PVKIDNASPASTVHA. The MHC is DRB1_1501 with pseudo-sequence DRB1_1501. The binding affinity (normalized) is 0.430. (6) The peptide sequence is AAATAGTTVYGAFAK. The MHC is HLA-DQA10102-DQB10602 with pseudo-sequence HLA-DQA10102-DQB10602. The binding affinity (normalized) is 0.897. (7) The peptide sequence is KKIGESSSSSVTEGERT. The MHC is DRB1_0901 with pseudo-sequence DRB1_0901. The binding affinity (normalized) is 0.424. (8) The peptide sequence is LIEKINAGFKAAVAA. The MHC is DRB1_0405 with pseudo-sequence DRB1_0405. The binding affinity (normalized) is 0.257.